Task: Regression/Classification. Given a drug SMILES string, predict its absorption, distribution, metabolism, or excretion properties. Task type varies by dataset: regression for continuous measurements (e.g., permeability, clearance, half-life) or binary classification for categorical outcomes (e.g., BBB penetration, CYP inhibition). Dataset: cyp2d6_veith.. Dataset: CYP2D6 inhibition data for predicting drug metabolism from PubChem BioAssay (1) The result is 1 (inhibitor). The molecule is CN(Cc1cc(Br)cc(Br)c1O)Cc1c(O)ccc2ccccc12. (2) The molecule is C[C@@H]1C[C@H](OC(=O)c2ccccc2O)CC(C)(C)C1. The result is 0 (non-inhibitor). (3) The compound is CC1CCCC(NC(=O)C2CCN(S(=O)(=O)N3CCOCC3)CC2)C1C. The result is 0 (non-inhibitor).